Dataset: Catalyst prediction with 721,799 reactions and 888 catalyst types from USPTO. Task: Predict which catalyst facilitates the given reaction. The catalyst class is: 2. Reactant: [H-].[Na+].[C:3]([NH:10][OH:11])([O:5][C:6]([CH3:9])([CH3:8])[CH3:7])=[O:4].S(O[C@@H:23]1[CH2:28][CH2:27][O:26][C:24]1=[O:25])(C1C=CC(C)=CC=1)(=O)=O. Product: [C:3]([NH:10][O:11][C@H:23]1[CH2:28][CH2:27][O:26][C:24]1=[O:25])([O:5][C:6]([CH3:9])([CH3:8])[CH3:7])=[O:4].